This data is from Catalyst prediction with 721,799 reactions and 888 catalyst types from USPTO. The task is: Predict which catalyst facilitates the given reaction. (1) Reactant: [OH-:1].[Na+].[ClH:3].Cl[C:5]1[CH:6]=[C:7]([CH:10]=[CH:11][C:12]=1[C:13]1[N:17]([CH3:18])[C:16]([C:19]([CH3:31])([O:21][C:22]2[C:27]([F:28])=[CH:26][C:25]([F:29])=[CH:24][C:23]=2[F:30])[CH3:20])=[N:15][N:14]=1)[C:8]#N.C(O)C[OH:34]. Product: [Cl:3][C:5]1[CH:6]=[C:7]([CH:10]=[CH:11][C:12]=1[C:13]1[N:17]([CH3:18])[C:16]([C:19]([CH3:31])([O:21][C:22]2[C:27]([F:28])=[CH:26][C:25]([F:29])=[CH:24][C:23]=2[F:30])[CH3:20])=[N:15][N:14]=1)[C:8]([OH:34])=[O:1]. The catalyst class is: 6. (2) Reactant: [ClH:1].[F:2][C:3]1[C:22]([F:23])=[C:21]([CH2:24][N:25]2[C:33](=[O:34])[C:32]([C:35](=[O:57])[NH:36][C:37]3[CH:42]=[CH:41][C:40]([C:43]([F:46])([F:45])[F:44])=[CH:39][C:38]=3[C:47]3[CH:52]=[C:51]([C:53]([F:56])([F:55])[F:54])[N:50]=[CH:49][N:48]=3)=[C:31]([OH:58])[C:27]3([CH2:30][CH2:29][CH2:28]3)[N:26]2[CH3:59])[CH:20]=[CH:19][C:4]=1[O:5][CH2:6][C@@H:7]1[CH2:11][CH2:10][CH2:9][N:8]1C(OC(C)(C)C)=O. Product: [ClH:1].[F:23][C:22]1[C:3]([F:2])=[C:4]([O:5][CH2:6][C@@H:7]2[CH2:11][CH2:10][CH2:9][NH:8]2)[CH:19]=[CH:20][C:21]=1[CH2:24][N:25]1[C:33](=[O:34])[C:32]([C:35]([NH:36][C:37]2[CH:42]=[CH:41][C:40]([C:43]([F:45])([F:46])[F:44])=[CH:39][C:38]=2[C:47]2[CH:52]=[C:51]([C:53]([F:54])([F:55])[F:56])[N:50]=[CH:49][N:48]=2)=[O:57])=[C:31]([OH:58])[C:27]2([CH2:28][CH2:29][CH2:30]2)[N:26]1[CH3:59]. The catalyst class is: 12. (3) Reactant: [N+](C(C)C)([O-])=[O:2].[Na].[F:8][C:9]1[C:18]([CH2:19]Br)=[CH:17][C:16]2[C:15]([CH3:22])([CH3:21])[CH2:14][CH2:13][C:12]([CH3:24])([CH3:23])[C:11]=2[CH:10]=1. Product: [F:8][C:9]1[C:18]([CH:19]=[O:2])=[CH:17][C:16]2[C:15]([CH3:22])([CH3:21])[CH2:14][CH2:13][C:12]([CH3:24])([CH3:23])[C:11]=2[CH:10]=1. The catalyst class is: 8. (4) Reactant: [C:1]1(=[O:17])[CH2:16][CH2:15][CH2:14][CH2:13][CH2:12][CH2:11][CH2:10][CH:9]=[CH:8][CH2:7][CH2:6][CH2:5][CH2:4][CH2:3][CH2:2]1.[H][H]. Product: [C:1]1(=[O:17])[CH2:16][CH2:15][CH2:14][CH2:13][CH2:12][CH2:11][CH2:10][CH2:9][CH2:8][CH2:7][CH2:6][CH2:5][CH2:4][CH2:3][CH2:2]1. The catalyst class is: 63. (5) Reactant: [F:1][C:2]1[CH:27]=[CH:26][CH:25]=[C:24]([F:28])[C:3]=1[C:4]([NH:6][C:7]1[CH:11]=[CH:10][N:9]([CH2:12][C:13]2[C:18]([C:19]([F:22])([F:21])[F:20])=[CH:17][CH:16]=[CH:15][C:14]=2[F:23])[N:8]=1)=[O:5].[P:29]([O:39][C:40]([CH3:43])([CH3:42])[CH3:41])([O:34][C:35]([CH3:38])([CH3:37])[CH3:36])([O:31][CH2:32]Cl)=[O:30].[OH-].[K+]. Product: [P:29]([O:34][C:35]([CH3:38])([CH3:37])[CH3:36])([O:39][C:40]([CH3:41])([CH3:43])[CH3:42])([O:31][CH2:32][N:6]([C:4]([C:3]1[C:2]([F:1])=[CH:27][CH:26]=[CH:25][C:24]=1[F:28])=[O:5])[C:7]1[CH:11]=[CH:10][N:9]([CH2:12][C:13]2[C:18]([C:19]([F:21])([F:22])[F:20])=[CH:17][CH:16]=[CH:15][C:14]=2[F:23])[N:8]=1)=[O:30]. The catalyst class is: 9.